Dataset: Peptide-MHC class II binding affinity with 134,281 pairs from IEDB. Task: Regression. Given a peptide amino acid sequence and an MHC pseudo amino acid sequence, predict their binding affinity value. This is MHC class II binding data. (1) The peptide sequence is QQGVTVDSIGML. The MHC is DRB1_1302 with pseudo-sequence DRB1_1302. The binding affinity (normalized) is 0.220. (2) The peptide sequence is REYPTIKQKKPDFIL. The MHC is HLA-DQA10501-DQB10302 with pseudo-sequence HLA-DQA10501-DQB10302. The binding affinity (normalized) is 0. (3) The peptide sequence is LENDNQLLYNYPGAL. The binding affinity (normalized) is 0.108. The MHC is DRB1_0802 with pseudo-sequence DRB1_0802. (4) The peptide sequence is YEGLSYRSLQPEEFA. The MHC is HLA-DQA10401-DQB10402 with pseudo-sequence HLA-DQA10401-DQB10402. The binding affinity (normalized) is 0.522. (5) The peptide sequence is HLRKVILSEISFHLV. The MHC is DRB4_0101 with pseudo-sequence DRB4_0103. The binding affinity (normalized) is 0.699. (6) The peptide sequence is RAATAGTTVYGAFAA. The MHC is HLA-DQA10401-DQB10402 with pseudo-sequence HLA-DQA10401-DQB10402. The binding affinity (normalized) is 0.453. (7) The peptide sequence is PPTVTIFKISKTVSE. The MHC is HLA-DQA10104-DQB10503 with pseudo-sequence HLA-DQA10104-DQB10503. The binding affinity (normalized) is 0.354.